From a dataset of Forward reaction prediction with 1.9M reactions from USPTO patents (1976-2016). Predict the product of the given reaction. (1) Given the reactants [NH2:1][C:2]1[C:7]2[N:8]3[C@@H:16]([CH3:17])[CH2:15][N:14]([CH2:18][CH3:19])[C:13](=[O:20])[C:9]3=[C:10]([O:11]C)[C:6]=2[C:5](=[O:21])[N:4]([CH2:22][C:23]2[CH:28]=[CH:27][C:26]([F:29])=[C:25]([Cl:30])[CH:24]=2)[N:3]=1.B(Br)(Br)Br.CO, predict the reaction product. The product is: [NH2:1][C:2]1[C:7]2[N:8]3[C@@H:16]([CH3:17])[CH2:15][N:14]([CH2:18][CH3:19])[C:13](=[O:20])[C:9]3=[C:10]([OH:11])[C:6]=2[C:5](=[O:21])[N:4]([CH2:22][C:23]2[CH:28]=[CH:27][C:26]([F:29])=[C:25]([Cl:30])[CH:24]=2)[N:3]=1. (2) Given the reactants [O:1]=[C:2]1[N:8]2[CH2:9][CH:10]([C:13]([O:15][CH3:16])=[O:14])[CH2:11][CH2:12][CH:7]2[CH2:6][CH2:5][C:4]2[CH:17]=[N:18][CH:19]=[CH:20][C:3]1=2.C1C=C(Cl)C=C(C(OO)=[O:29])C=1, predict the reaction product. The product is: [CH3:16][O:15][C:13]([CH:10]1[CH2:9][N:8]2[C:2](=[O:1])[C:3]3[CH:20]=[CH:19][N+:18]([O-:29])=[CH:17][C:4]=3[CH2:5][CH2:6][CH:7]2[CH2:12][CH2:11]1)=[O:14]. (3) Given the reactants [CH:1]1([CH2:4][N:5]2[C:9]3[CH:10]=[CH:11][C:12]([S:14]([CH3:17])(=[O:16])=[O:15])=[CH:13][C:8]=3[N:7]=[C:6]2[CH2:18][C:19]([CH3:22])([CH3:21])[CH3:20])[CH2:3][CH2:2]1.C[Si]([N-][Si](C)(C)C)(C)C.[Li+].[CH3:33][C:34]([CH3:36])=[O:35], predict the reaction product. The product is: [CH:1]1([CH2:4][N:5]2[C:9]3[CH:10]=[CH:11][C:12]([S:14]([CH2:17][C:34]([CH3:36])([OH:35])[CH3:33])(=[O:15])=[O:16])=[CH:13][C:8]=3[N:7]=[C:6]2[CH2:18][C:19]([CH3:22])([CH3:21])[CH3:20])[CH2:2][CH2:3]1. (4) Given the reactants [Cl:1][C:2]1[C:3]([C:23]([F:26])([F:25])[F:24])=[CH:4][C:5]2[N:9]=[C:8]([CH2:10][CH3:11])[N:7]([C:12]3[CH:17]=[CH:16][C:15]([CH2:18][CH:19](O)[CH3:20])=[CH:14][CH:13]=3)[C:6]=2[CH:22]=1.C1(P(C2C=CC=CC=2)C2C=CC=CC=2)C=CC=CC=1.C1(P([N:60]=[N+:61]=[N-:62])(C2C=CC=CC=2)=O)C=CC=CC=1.N(C(OCC)=O)=NC(OCC)=O, predict the reaction product. The product is: [N:60]([CH:19]([CH3:20])[CH2:18][C:15]1[CH:16]=[CH:17][C:12]([N:7]2[C:6]3[CH:22]=[C:2]([Cl:1])[C:3]([C:23]([F:26])([F:25])[F:24])=[CH:4][C:5]=3[N:9]=[C:8]2[CH2:10][CH3:11])=[CH:13][CH:14]=1)=[N+:61]=[N-:62]. (5) Given the reactants [C:1]([C:3]1[S:11][C:10]2[C:9]([Cl:12])=[N:8][CH:7]=[N:6][C:5]=2[CH:4]=1)#[CH:2].[NH2:13][C:14]1[CH:15]=[C:16]2[C:20](=[CH:21][CH:22]=1)[N:19]([CH2:23][C:24]1[CH:29]=[CH:28][CH:27]=[CH:26][CH:25]=1)[CH:18]=[CH:17]2, predict the reaction product. The product is: [ClH:12].[CH2:23]([N:19]1[C:20]2[C:16](=[CH:15][C:14]([NH:13][C:9]3[C:10]4[S:11][C:3]([C:1]#[CH:2])=[CH:4][C:5]=4[N:6]=[CH:7][N:8]=3)=[CH:22][CH:21]=2)[CH:17]=[CH:18]1)[C:24]1[CH:25]=[CH:26][CH:27]=[CH:28][CH:29]=1. (6) Given the reactants [C:1]1([C:7]2[NH:8][CH:9]=[CH:10][C:11]=2[C:12]([OH:14])=O)[CH:6]=[CH:5][CH:4]=[CH:3][CH:2]=1.Cl.Cl.[C:17]([C:19]1[CH:20]=[C:21]([N:25]2[CH2:30][CH2:29][NH:28][CH2:27][CH2:26]2)[CH:22]=[CH:23][CH:24]=1)#[N:18].Cl.CN(C)CCCN=C=NCC.O.ON1C2C=CC=CC=2N=N1, predict the reaction product. The product is: [C:1]1([C:7]2[NH:8][CH:9]=[CH:10][C:11]=2[C:12]([N:28]2[CH2:27][CH2:26][N:25]([C:21]3[CH:20]=[C:19]([CH:24]=[CH:23][CH:22]=3)[C:17]#[N:18])[CH2:30][CH2:29]2)=[O:14])[CH:2]=[CH:3][CH:4]=[CH:5][CH:6]=1. (7) Given the reactants [CH2:1]([O:8][C:9]1[N:14]=[C:13]([O:15][CH2:16][C:17]2[CH:22]=[CH:21][CH:20]=[CH:19][CH:18]=2)[C:12]([N+:23]([O-])=O)=[C:11]([CH:26]=[CH:27]N(C)C)[N:10]=1)[C:2]1[CH:7]=[CH:6][CH:5]=[CH:4][CH:3]=1, predict the reaction product. The product is: [CH2:1]([O:8][C:9]1[N:14]=[C:13]([O:15][CH2:16][C:17]2[CH:22]=[CH:21][CH:20]=[CH:19][CH:18]=2)[C:12]2[NH:23][CH:27]=[CH:26][C:11]=2[N:10]=1)[C:2]1[CH:3]=[CH:4][CH:5]=[CH:6][CH:7]=1. (8) Given the reactants [C:1]([CH:4]1[CH2:9][N:8]([S:10]([C:13]2[CH:22]=[CH:21][C:20]3[C:15](=[CH:16][CH:17]=[C:18]([Cl:23])[CH:19]=3)[CH:14]=2)(=[O:12])=[O:11])[CH2:7][CH2:6][N:5]1[C:24]([C:26]1[S:27][C:28]2[CH2:33]C(C)N[CH2:30][C:29]=2[N:35]=1)=[O:25])(=[O:3])[NH2:2].[C:36]1([CH3:42])C=CC=CC=1.C[Si]([N-:47][Si](C)(C)C)(C)C.[K+].[CH3:53][S:54](Cl)(=[O:56])=[O:55], predict the reaction product. The product is: [ClH:23].[Cl:23][C:18]1[CH:19]=[C:20]2[C:15](=[CH:16][CH:17]=1)[CH:14]=[C:13]([S:10]([N:8]1[CH2:7][CH2:6][N:5]([C:24]([C:26]3[S:27][C:28]4[CH2:33][NH:47][CH:36]([CH3:42])[CH2:30][C:29]=4[N:35]=3)=[O:25])[CH:4]([C:1]([NH:2][S:54]([CH3:53])(=[O:56])=[O:55])=[O:3])[CH2:9]1)(=[O:12])=[O:11])[CH:22]=[CH:21]2. (9) Given the reactants [Br:1][C:2]1[CH:3]=[N:4][C:5]([NH2:8])=[N:6][CH:7]=1.Cl[CH:10]([CH2:14][CH2:15][CH2:16][O:17][CH3:18])[C:11](=O)[CH3:12], predict the reaction product. The product is: [Br:1][C:2]1[CH:3]=[N:4][C:5]2[N:6]([C:10]([CH2:14][CH2:15][CH2:16][O:17][CH3:18])=[C:11]([CH3:12])[N:8]=2)[CH:7]=1. (10) Given the reactants [N:1]([C:4]1[CH:20]=[CH:19][C:7]([CH2:8][NH:9][C:10](=[O:18])[C@@H:11]([NH:14][C:15](=[O:17])[CH3:16])[CH2:12][OH:13])=[CH:6][CH:5]=1)=[N+:2]=[N-:3].[CH3:21]I, predict the reaction product. The product is: [N:1]([C:4]1[CH:20]=[CH:19][C:7]([CH2:8][NH:9][C:10](=[O:18])[C@@H:11]([NH:14][C:15](=[O:17])[CH3:16])[CH2:12][O:13][CH3:21])=[CH:6][CH:5]=1)=[N+:2]=[N-:3].